Dataset: NCI-60 drug combinations with 297,098 pairs across 59 cell lines. Task: Regression. Given two drug SMILES strings and cell line genomic features, predict the synergy score measuring deviation from expected non-interaction effect. (1) Drug 1: C1CN1C2=NC(=NC(=N2)N3CC3)N4CC4. Drug 2: CC1=C(C(=O)C2=C(C1=O)N3CC4C(C3(C2COC(=O)N)OC)N4)N. Cell line: HOP-62. Synergy scores: CSS=64.2, Synergy_ZIP=0.999, Synergy_Bliss=0.785, Synergy_Loewe=-1.70, Synergy_HSA=4.48. (2) Drug 1: CC12CCC3C(C1CCC2=O)CC(=C)C4=CC(=O)C=CC34C. Drug 2: COCCOC1=C(C=C2C(=C1)C(=NC=N2)NC3=CC=CC(=C3)C#C)OCCOC.Cl. Cell line: HL-60(TB). Synergy scores: CSS=61.8, Synergy_ZIP=-0.257, Synergy_Bliss=1.39, Synergy_Loewe=0.225, Synergy_HSA=0.387. (3) Drug 2: CC1C(C(CC(O1)OC2CC(CC3=C2C(=C4C(=C3O)C(=O)C5=C(C4=O)C(=CC=C5)OC)O)(C(=O)C)O)N)O.Cl. Cell line: UACC-257. Synergy scores: CSS=7.13, Synergy_ZIP=-1.91, Synergy_Bliss=2.04, Synergy_Loewe=1.03, Synergy_HSA=1.26. Drug 1: C1=CC(=CC=C1CCC2=CNC3=C2C(=O)NC(=N3)N)C(=O)NC(CCC(=O)O)C(=O)O. (4) Drug 1: COC1=C(C=C2C(=C1)N=CN=C2NC3=CC(=C(C=C3)F)Cl)OCCCN4CCOCC4. Drug 2: C1=NC2=C(N1)C(=S)N=C(N2)N. Cell line: M14. Synergy scores: CSS=26.8, Synergy_ZIP=-2.87, Synergy_Bliss=-3.39, Synergy_Loewe=-11.3, Synergy_HSA=-1.52. (5) Cell line: LOX IMVI. Synergy scores: CSS=50.2, Synergy_ZIP=1.99, Synergy_Bliss=-0.424, Synergy_Loewe=-34.6, Synergy_HSA=-0.530. Drug 2: CC1C(C(CC(O1)OC2CC(CC3=C2C(=C4C(=C3O)C(=O)C5=C(C4=O)C(=CC=C5)OC)O)(C(=O)CO)O)N)O.Cl. Drug 1: CC1=CC2C(CCC3(C2CCC3(C(=O)C)OC(=O)C)C)C4(C1=CC(=O)CC4)C. (6) Drug 1: C1=C(C(=O)NC(=O)N1)F. Drug 2: CS(=O)(=O)OCCCCOS(=O)(=O)C. Cell line: UACC-257. Synergy scores: CSS=6.52, Synergy_ZIP=-2.52, Synergy_Bliss=-4.87, Synergy_Loewe=-13.4, Synergy_HSA=-9.32. (7) Drug 1: C1CN(CCN1C(=O)CCBr)C(=O)CCBr. Drug 2: C1C(C(OC1N2C=NC3=C2NC=NCC3O)CO)O. Cell line: MALME-3M. Synergy scores: CSS=17.6, Synergy_ZIP=-4.40, Synergy_Bliss=1.67, Synergy_Loewe=-1.92, Synergy_HSA=-0.00241. (8) Drug 1: COC1=C(C=C2C(=C1)N=CN=C2NC3=CC(=C(C=C3)F)Cl)OCCCN4CCOCC4. Cell line: RPMI-8226. Synergy scores: CSS=34.1, Synergy_ZIP=-1.16, Synergy_Bliss=3.56, Synergy_Loewe=4.33, Synergy_HSA=4.35. Drug 2: CC1=C(C(=CC=C1)Cl)NC(=O)C2=CN=C(S2)NC3=CC(=NC(=N3)C)N4CCN(CC4)CCO. (9) Drug 1: C1=C(C(=O)NC(=O)N1)F. Drug 2: C1=CC(=CC=C1CCCC(=O)O)N(CCCl)CCCl. Cell line: LOX IMVI. Synergy scores: CSS=47.6, Synergy_ZIP=-6.27, Synergy_Bliss=-3.53, Synergy_Loewe=0.468, Synergy_HSA=2.49. (10) Drug 1: CC1C(C(=O)NC(C(=O)N2CCCC2C(=O)N(CC(=O)N(C(C(=O)O1)C(C)C)C)C)C(C)C)NC(=O)C3=C4C(=C(C=C3)C)OC5=C(C(=O)C(=C(C5=N4)C(=O)NC6C(OC(=O)C(N(C(=O)CN(C(=O)C7CCCN7C(=O)C(NC6=O)C(C)C)C)C)C(C)C)C)N)C. Drug 2: C1CN1P(=S)(N2CC2)N3CC3. Cell line: NCI-H226. Synergy scores: CSS=19.2, Synergy_ZIP=6.67, Synergy_Bliss=12.8, Synergy_Loewe=7.92, Synergy_HSA=12.3.